Dataset: Reaction yield outcomes from USPTO patents with 853,638 reactions. Task: Predict the reaction yield, written as a fraction of the theoretical maximum amount of product (1.0 means a 100% yield; for example, 0.34 means a 34% yield). The product is [C:15]([O:14][C:12]([N:9]1[CH2:8][CH2:7][CH:6]([C:4](=[O:5])[CH2:20][C:19]([O:22][CH2:23][CH3:24])=[O:21])[CH2:11][CH2:10]1)=[O:13])([CH3:16])([CH3:17])[CH3:18]. The catalyst is CN(C=O)C. The yield is 0.470. The reactants are C(O[C:4]([CH:6]1[CH2:11][CH2:10][N:9]([C:12]([O:14][C:15]([CH3:18])([CH3:17])[CH3:16])=[O:13])[CH2:8][CH2:7]1)=[O:5])C.[C:19]([O:22][CH2:23][CH3:24])(=[O:21])[CH3:20].CC(C)([O-])C.[K+].O.